Dataset: Experimental lipophilicity measurements (octanol/water distribution) for 4,200 compounds from AstraZeneca. Task: Regression/Classification. Given a drug SMILES string, predict its absorption, distribution, metabolism, or excretion properties. Task type varies by dataset: regression for continuous measurements (e.g., permeability, clearance, half-life) or binary classification for categorical outcomes (e.g., BBB penetration, CYP inhibition). For this dataset (lipophilicity_astrazeneca), we predict Y. (1) The molecule is C[C@@H](Oc1ccc(S(C)(=O)=O)cc1C(=O)N1CCN(c2ncc(C(F)(F)F)cc2F)CC1)C(F)(F)F. The Y is 3.49 logD. (2) The drug is COc1ccc2ncc(=O)n(CCN3CC[C@H](NCc4cc5c(cn4)OCCO5)[C@H](O)C3)c2c1. The Y is 0.770 logD. (3) The molecule is Oc1ncnc2scc(-c3ccccc3)c12. The Y is 2.07 logD. (4) The molecule is Cc1ccc2c(c1)c(Sc1ccccc1Cl)c(C)n2CC(=O)O. The Y is 1.71 logD. (5) The compound is O=c1ccoc2cc(OCc3ccccc3)ccc12. The Y is 3.33 logD.